This data is from Forward reaction prediction with 1.9M reactions from USPTO patents (1976-2016). The task is: Predict the product of the given reaction. (1) Given the reactants NCCC[Si:5](OCC)(OCC)OCC.[CH:15]1[C:20](N=C=S)=[CH:19][C:18]2[C:24]([O:26][C:27]3([C:37]4[CH:38]=[CH:39][C:40]([OH:42])=[CH:41][C:36]=4[O:35][C:29]4[CH:30]=[C:31]([OH:34])[CH:32]=[CH:33][C:28]3=4)[C:17]=2[CH:16]=1)=[O:25], predict the reaction product. The product is: [CH:15]1[CH:20]=[CH:19][C:18]([C:24]([OH:26])=[O:25])=[C:17]([C:27]2[C:28]3[CH:33]=[CH:32][C:31]([OH:34])=[CH:30][C:29]=3[O:35][C:36]3[C:37]=2[CH:38]=[CH:39][C:40]([CH:41]=3)=[O:42])[CH:16]=1.[SiH4:5]. (2) The product is: [Cl-:12].[CH3:8][O:9][CH2:10][CH2:11][P+:3]([CH2:6][CH3:7])([CH2:4][CH3:5])[CH2:1][CH3:2]. Given the reactants [CH2:1]([P:3]([CH2:6][CH3:7])[CH2:4][CH3:5])[CH3:2].[CH3:8][O:9][CH2:10][CH2:11][Cl:12], predict the reaction product. (3) Given the reactants I[C:2]1[CH:26]=[CH:25][CH:24]=[CH:23][C:3]=1[CH2:4][O:5][NH:6][C:7](=[O:22])[C:8]1[CH:13]=[CH:12][CH:11]=[CH:10][C:9]=1[NH:14][CH2:15][C:16]1[CH:21]=[CH:20][N:19]=[CH:18][CH:17]=1.[CH3:27][C:28]([CH3:35])([CH3:34])[CH:29]=[CH:30]B(O)O.C(=O)([O-])[O-].[Na+].[Na+].C([O-])(=O)C.[NH4+], predict the reaction product. The product is: [CH3:27][C:28]([CH3:35])([CH3:34])[CH:29]=[CH:30][C:2]1[CH:26]=[CH:25][CH:24]=[CH:23][C:3]=1[CH2:4][O:5][NH:6][C:7](=[O:22])[C:8]1[CH:13]=[CH:12][CH:11]=[CH:10][C:9]=1[NH:14][CH2:15][C:16]1[CH:21]=[CH:20][N:19]=[CH:18][CH:17]=1. (4) Given the reactants Br[C:2]1[CH:3]=[C:4]2[C@@:15]3([CH2:19][O:18][C:17]([NH2:20])=[N:16]3)[C:14]3[CH:13]=[C:12](Cl)[N:11]=[C:10]([F:22])[C:9]=3[O:8][C:5]2=[CH:6][CH:7]=1.[F:23][C:24]1[CH:25]=[C:26](B(O)O)[CH:27]=[N:28][CH:29]=1.Cl.[F:34][C:35]1([F:40])[CH2:39][CH2:38][NH:37][CH2:36]1, predict the reaction product. The product is: [F:34][C:35]1([F:40])[CH2:39][CH2:38][N:37]([C:12]2[N:11]=[C:10]([F:22])[C:9]3[O:8][C:5]4[C:4]([C@@:15]5([CH2:19][O:18][C:17]([NH2:20])=[N:16]5)[C:14]=3[CH:13]=2)=[CH:3][C:2]([C:26]2[CH:27]=[N:28][CH:29]=[C:24]([F:23])[CH:25]=2)=[CH:7][CH:6]=4)[CH2:36]1. (5) Given the reactants [NH2:1][CH:2]1[CH2:7][CH2:6][N:5]([CH2:8][CH2:9][N:10]2[C:19]3[C:14](=[N:15][CH:16]=[C:17]([F:22])[C:18]=3[CH2:20][CH3:21])[CH:13]=[CH:12][C:11]2=[O:23])[CH2:4][CH2:3]1.[N:24]1[C:29]2[O:30][CH2:31][CH2:32][O:33][C:28]=2[CH:27]=[C:26]([CH:34]=O)[N:25]=1.CO.[BH-](OC(C)=O)(OC(C)=O)OC(C)=O.[Na+].C(Cl)(Cl)[Cl:53], predict the reaction product. The product is: [ClH:53].[ClH:53].[N:24]1[C:29]2[O:30][CH2:31][CH2:32][O:33][C:28]=2[CH:27]=[C:26]([CH2:34][NH:1][CH:2]2[CH2:3][CH2:4][N:5]([CH2:8][CH2:9][N:10]3[C:19]4[C:14](=[N:15][CH:16]=[C:17]([F:22])[C:18]=4[CH2:20][CH3:21])[CH:13]=[CH:12][C:11]3=[O:23])[CH2:6][CH2:7]2)[N:25]=1. (6) Given the reactants Cl[C:2]1[CH:9]=[CH:8][C:5]([C:6]#[N:7])=[C:4]([N+:10]([O-:12])=[O:11])[CH:3]=1.C[O-].[Na+].C(N(CC)CC)C.[CH3:23][C@H:24]1[CH2:29][NH:28][CH2:27][C@@H:26]([CH3:30])[NH:25]1, predict the reaction product. The product is: [CH3:23][C@H:24]1[NH:25][C@@H:26]([CH3:30])[CH2:27][N:28]([C:2]2[CH:9]=[CH:8][C:5]([C:6]#[N:7])=[C:4]([N+:10]([O-:12])=[O:11])[CH:3]=2)[CH2:29]1.